This data is from CYP2C9 inhibition data for predicting drug metabolism from PubChem BioAssay. The task is: Regression/Classification. Given a drug SMILES string, predict its absorption, distribution, metabolism, or excretion properties. Task type varies by dataset: regression for continuous measurements (e.g., permeability, clearance, half-life) or binary classification for categorical outcomes (e.g., BBB penetration, CYP inhibition). Dataset: cyp2c9_veith. (1) The molecule is COC(=O)N1CCC2(CC1)CN(c1ccccc1)C2. The result is 0 (non-inhibitor). (2) The compound is CC(=O)N1CCN(C)CC1. The result is 0 (non-inhibitor).